Task: Predict the product of the given reaction.. Dataset: Forward reaction prediction with 1.9M reactions from USPTO patents (1976-2016) (1) Given the reactants C(OC(=O)[NH:7][CH2:8][CH2:9][CH2:10][C@@H:11]1[NH:29][C:28](=[O:30])[C@@H:27]([NH:31]C(OC(C)(C)C)=O)[CH2:26][C:25]2[CH:39]=[C:21]([CH:22]=[CH:23][C:24]=2[OH:40])[C:20]2=[CH:41][C:16](=[C:17]([OH:42])[CH:18]=[CH:19]2)[CH2:15][C@@H:14]([C:43]([NH:45][C@H:46]([C:51]([NH:53][C@H:54]([C:58]([NH:60][CH2:61][CH2:62][NH2:63])=[O:59])[CH2:55][CH2:56][NH2:57])=[O:52])[CH2:47][CH2:48][CH2:49][NH2:50])=[O:44])[NH:13][C:12]1=[O:64])(C)(C)C.[ClH:66], predict the reaction product. The product is: [ClH:66].[ClH:66].[ClH:66].[ClH:66].[ClH:66].[NH2:31][C@H:27]1[CH2:26][C:25]2[CH:39]=[C:21]([CH:22]=[CH:23][C:24]=2[OH:40])[C:20]2=[CH:41][C:16](=[C:17]([OH:42])[CH:18]=[CH:19]2)[CH2:15][C@@H:14]([C:43]([NH:45][C@H:46]([C:51]([NH:53][C@H:54]([C:58]([NH:60][CH2:61][CH2:62][NH2:63])=[O:59])[CH2:55][CH2:56][NH2:57])=[O:52])[CH2:47][CH2:48][CH2:49][NH2:50])=[O:44])[NH:13][C:12](=[O:64])[C@H:11]([CH2:10][CH2:9][CH2:8][NH2:7])[NH:29][C:28]1=[O:30]. (2) Given the reactants S(Cl)(Cl)=O.[C:5]([CH2:7][C:8]1[CH:13]=[CH:12][CH:11]=[CH:10][C:9]=1[C:14]1[CH:19]=[CH:18][C:17]([C:20]([OH:22])=O)=[CH:16][CH:15]=1)#[N:6].[N:23]1[CH:28]=[CH:27][CH:26]=[C:25]([CH2:29][NH:30][C:31]([C:33]2[N:42]3[C:36]([CH2:37][NH:38][C:39]4[CH:46]=[CH:45][CH:44]=[CH:43][C:40]=4[CH2:41]3)=[CH:35][CH:34]=2)=[O:32])[CH:24]=1.CN(C)C=O, predict the reaction product. The product is: [C:5]([CH2:7][C:8]1[CH:13]=[CH:12][CH:11]=[CH:10][C:9]=1[C:14]1[CH:15]=[CH:16][C:17]([C:20]([N:38]2[C:39]3[CH:46]=[CH:45][CH:44]=[CH:43][C:40]=3[CH2:41][N:42]3[C:33]([C:31]([NH:30][CH2:29][C:25]4[CH:24]=[N:23][CH:28]=[CH:27][CH:26]=4)=[O:32])=[CH:34][CH:35]=[C:36]3[CH2:37]2)=[O:22])=[CH:18][CH:19]=1)#[N:6]. (3) Given the reactants C(OC(=O)[NH:7][C@@H:8]([CH2:28][C:29]1[CH:34]=[CH:33][CH:32]=[CH:31][CH:30]=1)[CH2:9][NH:10][C:11]1[C:12]2[S:26][CH:25]=[C:24](Br)[C:13]=2[N:14]=[C:15]([C:17]2[CH:22]=[CH:21][N:20]=[CH:19][C:18]=2[F:23])[N:16]=1)(C)(C)C.[CH2:36]([OH:40])[CH2:37][C:38]#[CH:39].C1(P(C2C=CC=CC=2)C2C=CC=CC=2)C=CC=CC=1.C(NCC)C, predict the reaction product. The product is: [NH2:7][C@@H:8]([CH2:28][C:29]1[CH:30]=[CH:31][CH:32]=[CH:33][CH:34]=1)[CH2:9][NH:10][C:11]1[C:12]2[S:26][CH:25]=[C:24]([C:39]#[C:38][CH2:37][CH2:36][OH:40])[C:13]=2[N:14]=[C:15]([C:17]2[CH:22]=[CH:21][N:20]=[CH:19][C:18]=2[F:23])[N:16]=1. (4) Given the reactants [CH3:1][C:2]1[N:7]=C(C#N)[C:5]([N:10]2[CH:14]=[CH:13][CH:12]=[N:11]2)=[CH:4][CH:3]=1.[OH-].[Na+].[CH3:17][C:18]([OH:20])=[O:19], predict the reaction product. The product is: [CH3:1][C:2]1[N:7]=[C:17]([C:18]([OH:20])=[O:19])[C:5]([N:10]2[CH:14]=[CH:13][CH:12]=[N:11]2)=[CH:4][CH:3]=1.